This data is from Full USPTO retrosynthesis dataset with 1.9M reactions from patents (1976-2016). The task is: Predict the reactants needed to synthesize the given product. (1) Given the product [N:40]1[CH:41]=[CH:42][C:37]([NH:36][C:35]([N:7]2[C@@H:8]3[CH2:13][N:12]([CH2:11][CH2:10][CH2:9]3)[C:5]3[CH:4]=[CH:3][C:2]([N:14]4[CH2:20][CH2:19][CH2:18][N:17]([C:21]([O:23][C:24]([CH3:27])([CH3:26])[CH3:25])=[O:22])[CH2:16][CH2:15]4)=[N:1][C:6]2=3)=[O:34])=[N:38][CH:39]=1, predict the reactants needed to synthesize it. The reactants are: [N:1]1[C:6]2[NH:7][C@@H:8]3[CH2:13][N:12]([C:5]=2[CH:4]=[CH:3][C:2]=1[N:14]1[CH2:20][CH2:19][CH2:18][N:17]([C:21]([O:23][C:24]([CH3:27])([CH3:26])[CH3:25])=[O:22])[CH2:16][CH2:15]1)[CH2:11][CH2:10][CH2:9]3.C1([O:34][C:35](=O)[NH:36][C:37]2[CH:42]=[CH:41][N:40]=[CH:39][N:38]=2)C=CC=CC=1. (2) Given the product [CH3:23][C@H:21]1[CH2:22][N:17]2[N:16]=[CH:15][C:14]([N:8]3[C@H:7]([C:1]4[CH:2]=[CH:3][CH:4]=[CH:5][CH:6]=4)[CH2:11][O:10][C:9]3=[O:12])=[C:18]2[CH2:19][NH:20]1, predict the reactants needed to synthesize it. The reactants are: [C:1]1([C@@H:7]2[CH2:11][O:10][C:9](=[O:12])[NH:8]2)[CH:6]=[CH:5][CH:4]=[CH:3][CH:2]=1.I[C:14]1[CH:15]=[N:16][N:17]2[CH2:22][C@H:21]([CH3:23])[NH:20][CH2:19][C:18]=12.CN[C@@H]1CCCC[C@H]1NC.[O-]P([O-])([O-])=O.[K+].[K+].[K+]. (3) Given the product [CH3:1][O:2][C:3](=[O:13])[C@@H:4]([N:12]1[CH2:29][C:28]([O:31][C:32]2[CH:37]=[CH:36][CH:35]=[CH:34][C:33]=2[C:38]([CH3:41])([CH3:40])[CH3:39])=[CH:27][C:26]1=[O:25])[CH2:5][CH:6]1[CH2:11][CH2:10][CH2:9][CH2:8][CH2:7]1, predict the reactants needed to synthesize it. The reactants are: [CH3:1][O:2][C:3](=[O:13])[C@@H:4]([NH2:12])[CH2:5][CH:6]1[CH2:11][CH2:10][CH2:9][CH2:8][CH2:7]1.C(N(CC)C(C)C)(C)C.C([O:25][C:26](=O)/[CH:27]=[C:28](/[O:31][C:32]1[CH:37]=[CH:36][CH:35]=[CH:34][C:33]=1[C:38]([CH3:41])([CH3:40])[CH3:39])\[CH2:29]Br)C. (4) Given the product [NH2:1][C:4]1[CH:5]=[CH:6][C:7]([NH:10][CH2:11][CH2:12][OH:13])=[CH:8][CH:9]=1, predict the reactants needed to synthesize it. The reactants are: [N+:1]([C:4]1[CH:9]=[CH:8][C:7]([NH:10][CH2:11][CH2:12][OH:13])=[CH:6][CH:5]=1)([O-])=O.